From a dataset of Peptide-MHC class I binding affinity with 185,985 pairs from IEDB/IMGT. Regression. Given a peptide amino acid sequence and an MHC pseudo amino acid sequence, predict their binding affinity value. This is MHC class I binding data. (1) The peptide sequence is AMDEFIQRY. The MHC is HLA-A26:01 with pseudo-sequence HLA-A26:01. The binding affinity (normalized) is 0. (2) The peptide sequence is LLDCIMYQS. The MHC is HLA-A02:02 with pseudo-sequence HLA-A02:02. The binding affinity (normalized) is 0.322.